Predict the product of the given reaction. From a dataset of Forward reaction prediction with 1.9M reactions from USPTO patents (1976-2016). (1) Given the reactants CS(O[CH2:6][C:7]1[N:19]=[C:18]2[N:9]([C:10]([NH:25][CH2:26][C:27]3[CH:32]=[CH:31][C:30]([O:33][CH3:34])=[CH:29][C:28]=3[O:35][CH3:36])=[N:11][C:12]3[C:17]2=[CH:16][CH:15]=[C:14]2[O:20][C:21]([F:24])([F:23])[O:22][C:13]=32)[N:8]=1)(=O)=O.[NH:37]1[CH:41]=[CH:40][CH:39]=[N:38]1.C(=O)([O-])[O-].[K+].[K+].[I-].[K+], predict the reaction product. The product is: [N:37]1([CH2:6][C:7]2[N:19]=[C:18]3[N:9]([C:10]([NH:25][CH2:26][C:27]4[CH:32]=[CH:31][C:30]([O:33][CH3:34])=[CH:29][C:28]=4[O:35][CH3:36])=[N:11][C:12]4[C:17]3=[CH:16][CH:15]=[C:14]3[O:20][C:21]([F:24])([F:23])[O:22][C:13]=43)[N:8]=2)[CH:41]=[CH:40][CH:39]=[N:38]1. (2) Given the reactants [NH2:1][C:2]1[CH:10]=[CH:9][C:5]([C:6]([OH:8])=O)=[CH:4][CH:3]=1.[N:11]1[CH:16]=[CH:15][CH:14]=[C:13]([CH2:17][NH2:18])[CH:12]=1.OC1C2N=NNC=2C=CC=1.C(N(CC)CC)C.CCN=C=NCCCN(C)C, predict the reaction product. The product is: [NH2:1][C:2]1[CH:3]=[CH:4][C:5]([C:6]([NH:18][CH2:17][C:13]2[CH:12]=[N:11][CH:16]=[CH:15][CH:14]=2)=[O:8])=[CH:9][CH:10]=1. (3) Given the reactants [N+:1]([C:4]1[CH:11]=[CH:10][C:7]([CH:8]=O)=[CH:6][CH:5]=1)([O-:3])=[O:2].[CH3:12][C:13]([C:15]1[CH:20]=[CH:19][C:18]([N:21]([CH3:23])[CH3:22])=[CH:17][CH:16]=1)=[O:14], predict the reaction product. The product is: [N+:1]([C:4]1[CH:11]=[CH:10][C:7]([CH:8]=[CH:12][C:13]([C:15]2[CH:20]=[CH:19][C:18]([N:21]([CH3:22])[CH3:23])=[CH:17][CH:16]=2)=[O:14])=[CH:6][CH:5]=1)([O-:3])=[O:2]. (4) The product is: [NH:28]1[CH2:29][CH2:30][CH:25]([C:22]2[CH:23]=[CH:24][C:19]([NH:18][C:10]3[N:9]=[C:8]([CH2:7][CH2:6][C:5]4[CH:38]=[CH:39][CH:40]=[C:41]([C:42]([F:43])([F:44])[F:45])[C:4]=4[CH2:3][C:2]([NH2:1])=[O:46])[C:13]([C:14]([F:17])([F:15])[F:16])=[CH:12][N:11]=3)=[CH:20][CH:21]=2)[CH2:26][CH2:27]1. Given the reactants [NH2:1][C:2](=[O:46])[CH2:3][C:4]1[C:41]([C:42]([F:45])([F:44])[F:43])=[CH:40][CH:39]=[CH:38][C:5]=1[CH2:6][CH2:7][C:8]1[C:13]([C:14]([F:17])([F:16])[F:15])=[CH:12][N:11]=[C:10]([NH:18][C:19]2[CH:24]=[CH:23][C:22]([CH:25]3[CH2:30][CH2:29][N:28](C(OC(C)(C)C)=O)[CH2:27][CH2:26]3)=[CH:21][CH:20]=2)[N:9]=1.C(O)(C(F)(F)F)=O, predict the reaction product. (5) The product is: [Br:9][C:4]1[CH:3]=[C:2]([CH:7]=[C:6]([F:8])[CH:5]=1)[CH:17]=[O:18]. Given the reactants Br[C:2]1[CH:7]=[C:6]([F:8])[CH:5]=[C:4]([Br:9])[CH:3]=1.C([Mg]Cl)(C)C.CN(C)[CH:17]=[O:18], predict the reaction product. (6) The product is: [Cl:1][C:2]1[CH:7]=[C:6]([Cl:8])[CH:5]=[CH:4][C:3]=1[C:9]1[CH:14]=[CH:13][C:12]([C@H:15]([OH:21])[CH2:16][CH2:17][CH2:18][CH2:19][CH2:20][OH:28])=[CH:11][CH:10]=1. Given the reactants [Cl:1][C:2]1[CH:7]=[C:6]([Cl:8])[CH:5]=[CH:4][C:3]=1[C:9]1[CH:14]=[CH:13][C:12]([C@H:15]([OH:21])[CH2:16][CH2:17][CH2:18][CH:19]=[CH2:20])=[CH:11][CH:10]=1.B(F)(F)F.CC[O:28]CC.[OH-].[Na+].OO.C([O-])([O-])=O.[K+].[K+], predict the reaction product.